From a dataset of Forward reaction prediction with 1.9M reactions from USPTO patents (1976-2016). Predict the product of the given reaction. Given the reactants [CH:1](=[O:8])[C:2]1[CH:7]=[CH:6][CH:5]=[CH:4][CH:3]=1.Br[C:10]([F:17])([F:16])[C:11]([O:13][CH2:14][CH3:15])=[O:12].Cl, predict the reaction product. The product is: [F:16][C:10]([F:17])([CH:1]([OH:8])[C:2]1[CH:7]=[CH:6][CH:5]=[CH:4][CH:3]=1)[C:11]([O:13][CH2:14][CH3:15])=[O:12].